Dataset: Reaction yield outcomes from USPTO patents with 853,638 reactions. Task: Predict the reaction yield, written as a fraction of the theoretical maximum amount of product (1.0 means a 100% yield; for example, 0.34 means a 34% yield). (1) The reactants are [OH:1][C:2]1[CH:3]=[N:4][CH:5]=[C:6]([CH:9]=1)[C:7]#[N:8].[Cl:10]N1C(=O)CCC1=O. The catalyst is C(#N)C. The product is [Cl:10][C:3]1[C:2]([OH:1])=[CH:9][C:6]([C:7]#[N:8])=[CH:5][N:4]=1. The yield is 0.360. (2) The reactants are [NH2:1][C:2]1[S:3][C:4]2[C:9]([N:10]=1)=[CH:8][CH:7]=[C:6]([C:11]1[CH:12]=[C:13]([CH:19]=[CH:20][CH:21]=1)[C:14]([O:16]CC)=[O:15])[N:5]=2.C1COCC1.O.[OH-].[Li+].Cl. The catalyst is O.CO. The product is [NH2:1][C:2]1[S:3][C:4]2[C:9]([N:10]=1)=[CH:8][CH:7]=[C:6]([C:11]1[CH:12]=[C:13]([CH:19]=[CH:20][CH:21]=1)[C:14]([OH:16])=[O:15])[N:5]=2. The yield is 0.850. (3) The reactants are [H-].[H-].[H-].[H-].[Li+].[Al+3].[CH2:7]([O:14][CH:15]([CH2:21][CH:22]=[CH2:23])[C:16](OCC)=[O:17])[C:8]1[CH:13]=[CH:12][CH:11]=[CH:10][CH:9]=1. The catalyst is CCOCC. The product is [CH2:7]([O:14][CH:15]([CH2:21][CH:22]=[CH2:23])[CH2:16][OH:17])[C:8]1[CH:13]=[CH:12][CH:11]=[CH:10][CH:9]=1. The yield is 0.800. (4) The reactants are FC(F)(F)C(O)=O.[F:8][C:9]1[CH:10]=[C:11]([N:16]2[C:21](=[O:22])[C:20]3[S:23][CH:24]=[CH:25][C:19]=3[N:18]=[C:17]2[CH:26]([NH:29][C:30]2[N:38]=[CH:37][N:36]=[C:35]3[C:31]=2[N:32]=[CH:33][N:34]3C2CCCCO2)[CH2:27][CH3:28])[CH:12]=[C:13]([F:15])[CH:14]=1. The catalyst is C(Cl)Cl. The product is [F:15][C:13]1[CH:12]=[C:11]([N:16]2[C:21](=[O:22])[C:20]3[S:23][CH:24]=[CH:25][C:19]=3[N:18]=[C:17]2[CH:26]([NH:29][C:30]2[N:38]=[CH:37][N:36]=[C:35]3[C:31]=2[N:32]=[CH:33][NH:34]3)[CH2:27][CH3:28])[CH:10]=[C:9]([F:8])[CH:14]=1. The yield is 0.790.